This data is from Forward reaction prediction with 1.9M reactions from USPTO patents (1976-2016). The task is: Predict the product of the given reaction. The product is: [Cl:1][C:2]1[C:14]([Cl:15])=[C:13]([CH2:16][CH2:17][CH:18]([O:35][CH3:39])[C:19]2[S:20][C:21]([C:24]3[CH:25]=[CH:26][C:27]([O:30][C:31]([F:32])([F:33])[F:34])=[CH:28][CH:29]=3)=[CH:22][CH:23]=2)[CH:12]=[CH:11][C:3]=1[O:4][C:5]([CH3:9])([CH3:10])[C:6]([OH:8])=[O:7]. Given the reactants [Cl:1][C:2]1[C:14]([Cl:15])=[C:13]([CH2:16][CH2:17][CH:18]([OH:35])[C:19]2[S:20][C:21]([C:24]3[CH:29]=[CH:28][C:27]([O:30][C:31]([F:34])([F:33])[F:32])=[CH:26][CH:25]=3)=[CH:22][CH:23]=2)[CH:12]=[CH:11][C:3]=1[O:4][C:5]([CH3:10])([CH3:9])[C:6]([OH:8])=[O:7].[H-].[Na+].I[CH3:39], predict the reaction product.